From a dataset of Forward reaction prediction with 1.9M reactions from USPTO patents (1976-2016). Predict the product of the given reaction. The product is: [Br:6][C:7]1[N:8]=[CH:9][C:10]([C:15](=[O:16])[CH3:14])=[CH:11][CH:12]=1. Given the reactants [Li]CCCC.[Br:6][C:7]1[CH:12]=[CH:11][C:10](Br)=[CH:9][N:8]=1.[CH3:14][C:15](N(C)C)=[O:16].Cl, predict the reaction product.